This data is from Forward reaction prediction with 1.9M reactions from USPTO patents (1976-2016). The task is: Predict the product of the given reaction. (1) Given the reactants [Br:1][C:2]1[C:7]([CH3:8])=[CH:6][C:5]([OH:9])=[CH:4][C:3]=1[CH3:10].[CH2:11]([O:13][C:14](=[O:32])[CH2:15][CH2:16][NH:17][C:18](=[O:31])[C:19]1[CH:24]=[CH:23][C:22]([CH:25]([CH2:29]O)[CH:26]([CH3:28])[CH3:27])=[CH:21][CH:20]=1)[CH3:12].C(P(CCCC)CCCC)CCC.N(C(N1CCCCC1)=O)=NC(N1CCCCC1)=O, predict the reaction product. The product is: [CH2:11]([O:13][C:14](=[O:32])[CH2:15][CH2:16][NH:17][C:18](=[O:31])[C:19]1[CH:20]=[CH:21][C:22]([CH:25]([CH2:29][O:9][C:5]2[CH:6]=[C:7]([CH3:8])[C:2]([Br:1])=[C:3]([CH3:10])[CH:4]=2)[CH:26]([CH3:27])[CH3:28])=[CH:23][CH:24]=1)[CH3:12]. (2) Given the reactants [C:1]([O:5][C:6](=[O:14])[NH:7][C:8]1[CH:13]=[CH:12][CH:11]=[CH:10][CH:9]=1)([CH3:4])([CH3:3])[CH3:2].[Li]C(C)(C)C.[C:20]1(=[O:24])[CH2:23][CH2:22][CH2:21]1, predict the reaction product. The product is: [OH:24][C:20]1([C:13]2[CH:12]=[CH:11][CH:10]=[CH:9][C:8]=2[NH:7][C:6](=[O:14])[O:5][C:1]([CH3:4])([CH3:2])[CH3:3])[CH2:23][CH2:22][CH2:21]1. (3) Given the reactants [CH3:1][C:2]([C:4]1[C:9](=[O:10])[C@@:8]2([CH3:23])[C:11]3[C:16]([O:17][C:7]2=[CH:6][C:5]=1[OH:24])=[C:15]([C:18]([NH2:20])=[O:19])[C:14]([OH:21])=[CH:13][C:12]=3[OH:22])=[O:3].[CH2:25](Br)[C:26]1[CH:31]=[CH:30][CH:29]=[CH:28][CH:27]=1.C(=O)([O-])[O-].[K+].[K+], predict the reaction product. The product is: [C:2]([C:4]1[C:9](=[O:10])[C@@:8]2([CH3:23])[C:11]3[C:12]([OH:22])=[CH:13][C:14]([O:21][CH2:25][C:26]4[CH:31]=[CH:30][CH:29]=[CH:28][CH:27]=4)=[C:15]([C:18]([NH2:20])=[O:19])[C:16]=3[O:17][C:7]2=[CH:6][C:5]=1[OH:24])(=[O:3])[CH3:1]. (4) Given the reactants F[C:2]1[CH:20]=[C:19]([C:21]([F:24])([F:23])[F:22])[CH:18]=[CH:17][C:3]=1[C:4]([NH:6][C:7]1[CH:12]=[CH:11][CH:10]=[C:9]([S:13](=[O:16])(=[O:15])[NH2:14])[CH:8]=1)=[O:5].[F:25][C:26]1[CH:31]=[CH:30][C:29]([OH:32])=[CH:28][CH:27]=1.C([O-])([O-])=O.[Cs+].[Cs+], predict the reaction product. The product is: [F:25][C:26]1[CH:31]=[CH:30][C:29]([O:32][C:2]2[CH:20]=[C:19]([C:21]([F:24])([F:23])[F:22])[CH:18]=[CH:17][C:3]=2[C:4]([NH:6][C:7]2[CH:12]=[CH:11][CH:10]=[C:9]([S:13](=[O:16])(=[O:15])[NH2:14])[CH:8]=2)=[O:5])=[CH:28][CH:27]=1. (5) Given the reactants [C:1]([N:4]1[CH2:9][CH2:8][N:7]([C:10]2[CH:11]=[CH:12][C:13]([CH2:16][CH2:17][C:18]3[CH:19]=[C:20]([CH2:24][C:25](O)=[O:26])[CH:21]=[CH:22][CH:23]=3)=[N:14][CH:15]=2)[CH2:6][CH2:5]1)(=[O:3])[CH3:2].C(N1C=CN=C1)(N1C=CN=C1)=O.[C:40]([O:44][C:45]([CH3:48])([CH3:47])[CH3:46])(=[O:43])[NH:41][NH2:42].O, predict the reaction product. The product is: [C:1]([N:4]1[CH2:5][CH2:6][N:7]([C:10]2[CH:11]=[CH:12][C:13]([CH2:16][CH2:17][C:18]3[CH:19]=[C:20]([CH2:24][C:25]([NH:42][NH:41][C:40]([O:44][C:45]([CH3:48])([CH3:47])[CH3:46])=[O:43])=[O:26])[CH:21]=[CH:22][CH:23]=3)=[N:14][CH:15]=2)[CH2:8][CH2:9]1)(=[O:3])[CH3:2]. (6) Given the reactants [Cl:1][C:2]1[CH:7]=[CH:6][CH:5]=[C:4](F)[C:3]=1[N+:9]([O-:11])=[O:10].[NH2:12][CH:13]([CH2:17][CH3:18])[C:14]([OH:16])=[O:15].C([O-])([O-])=O.[K+].[K+].O, predict the reaction product. The product is: [Cl:1][C:2]1[C:3]([N+:9]([O-:11])=[O:10])=[C:4]([NH:12][CH:13]([CH2:17][CH3:18])[C:14]([OH:16])=[O:15])[CH:5]=[CH:6][CH:7]=1.